From a dataset of Peptide-MHC class I binding affinity with 185,985 pairs from IEDB/IMGT. Regression. Given a peptide amino acid sequence and an MHC pseudo amino acid sequence, predict their binding affinity value. This is MHC class I binding data. (1) The peptide sequence is KYTQLCQYL. The MHC is HLA-A01:01 with pseudo-sequence HLA-A01:01. The binding affinity (normalized) is 0. (2) The peptide sequence is RPSTRNFFEL. The MHC is HLA-B07:02 with pseudo-sequence HLA-B07:02. The binding affinity (normalized) is 0.777. (3) The binding affinity (normalized) is 0.277. The peptide sequence is KACPPGFVF. The MHC is HLA-B57:01 with pseudo-sequence HLA-B57:01. (4) The peptide sequence is YQSLSPPPF. The MHC is HLA-B08:01 with pseudo-sequence HLA-B08:01. The binding affinity (normalized) is 0.0371. (5) The binding affinity (normalized) is 1.00. The peptide sequence is NHIFVELSL. The MHC is Mamu-A07 with pseudo-sequence Mamu-A07.